Dataset: Ames mutagenicity test results for genotoxicity prediction. Task: Regression/Classification. Given a drug SMILES string, predict its toxicity properties. Task type varies by dataset: regression for continuous values (e.g., LD50, hERG inhibition percentage) or binary classification for toxic/non-toxic outcomes (e.g., AMES mutagenicity, cardiotoxicity, hepatotoxicity). Dataset: ames. (1) The molecule is OCc1ccccc1. The result is 0 (non-mutagenic). (2) The drug is Cc1ccc(C)c2c1ccc1ccccc12. The result is 1 (mutagenic). (3) The drug is CN1CCCC1c1cccnc1. The result is 0 (non-mutagenic). (4) The drug is O=C1c2ccccc2C(=O)c2c(O)c(O)cc(O)c21. The result is 1 (mutagenic). (5) The compound is CCCC(=O)Cl. The result is 1 (mutagenic).